From a dataset of Reaction yield outcomes from USPTO patents with 853,638 reactions. Predict the reaction yield, written as a fraction of the theoretical maximum amount of product (1.0 means a 100% yield; for example, 0.34 means a 34% yield). (1) The reactants are [F:1][C:2]1[CH:7]=[CH:6][C:5]([F:8])=[CH:4][C:3]=1B(O)O.[NH2:12][C:13]1[N:14]=[C:15]([N:24]2[CH2:29][CH2:28][N:27]([C:30](=[O:40])[CH2:31][O:32][C:33]3[CH:38]=[CH:37][C:36]([Cl:39])=[CH:35][CH:34]=3)[CH2:26][CH2:25]2)[C:16]2[N:22]=[C:21](Cl)[CH:20]=[CH:19][C:17]=2[N:18]=1. No catalyst specified. The product is [NH2:12][C:13]1[N:14]=[C:15]([N:24]2[CH2:25][CH2:26][N:27]([C:30](=[O:40])[CH2:31][O:32][C:33]3[CH:38]=[CH:37][C:36]([Cl:39])=[CH:35][CH:34]=3)[CH2:28][CH2:29]2)[C:16]2[N:22]=[C:21]([C:3]3[CH:4]=[C:5]([F:8])[CH:6]=[CH:7][C:2]=3[F:1])[CH:20]=[CH:19][C:17]=2[N:18]=1. The yield is 1.00. (2) The reactants are C(N=C=NC(C)C)(C)C.[F:10][C:11]([F:20])([F:19])[C:12]1[CH:17]=[CH:16][C:15]([SH:18])=[CH:14][CH:13]=1.[CH2:21]([O:28][C:29](=[O:44])[C@@H:30]([NH:36][C:37]([O:39][C:40]([CH3:43])([CH3:42])[CH3:41])=[O:38])[CH2:31][CH2:32][C:33](O)=[O:34])[C:22]1[CH:27]=[CH:26][CH:25]=[CH:24][CH:23]=1. The catalyst is ClCCl. The product is [C:40]([O:39][C:37]([NH:36][C@@H:30]([CH2:31][CH2:32][C:33](=[O:34])[S:18][C:15]1[CH:14]=[CH:13][C:12]([C:11]([F:10])([F:19])[F:20])=[CH:17][CH:16]=1)[C:29]([O:28][CH2:21][C:22]1[CH:23]=[CH:24][CH:25]=[CH:26][CH:27]=1)=[O:44])=[O:38])([CH3:43])([CH3:42])[CH3:41]. The yield is 0.510. (3) The reactants are [N+:1]([C:4]1[CH:13]=[CH:12][C:7]2[S:8][CH2:9][CH2:10][NH:11][C:6]=2[CH:5]=1)([O-:3])=[O:2].[Cl:14][CH2:15][C:16](Cl)=[O:17]. The catalyst is C1COCC1.C(OCC)(=O)C. The product is [Cl:14][CH2:15][C:16]([N:11]1[CH2:10][CH2:9][S:8][C:7]2[CH:12]=[CH:13][C:4]([N+:1]([O-:3])=[O:2])=[CH:5][C:6]1=2)=[O:17]. The yield is 1.00. (4) The reactants are [F:1][C:2]1[CH:7]=[CH:6][C:5]([CH:8]2[CH2:13][C:12](=O)[NH:11][CH2:10][CH:9]2[CH2:15]CC(O)=O)=[CH:4][CH:3]=1.B.[O:21]1CCCC1. No catalyst specified. The product is [F:1][C:2]1[CH:3]=[CH:4][C:5]([CH:8]2[CH2:13][CH2:12][NH:11][CH2:10][CH:9]2[CH2:15][OH:21])=[CH:6][CH:7]=1. The yield is 0.800. (5) The reactants are [Cl:1][C:2]1[C:3]([CH3:18])=[C:4]([NH:10][C@H:11]([C@@H:15]([OH:17])[CH3:16])[C:12]([OH:14])=O)[CH:5]=[CH:6][C:7]=1[C:8]#[N:9].[C:19]([C:21]1[CH:30]=[CH:29][C:24]([C:25]([NH:27][NH2:28])=[O:26])=[CH:23][CH:22]=1)#[N:20]. The yield is 0.780. The product is [Cl:1][C:2]1[C:3]([CH3:18])=[C:4]([NH:10][C@H:11]([C@@H:15]([OH:17])[CH3:16])[C:12]([NH:28][NH:27][C:25](=[O:26])[C:24]2[CH:23]=[CH:22][C:21]([C:19]#[N:20])=[CH:30][CH:29]=2)=[O:14])[CH:5]=[CH:6][C:7]=1[C:8]#[N:9]. No catalyst specified. (6) The reactants are [CH3:1][O:2][C:3]1[C:4]([CH3:27])=[C:5]([C:18]([O:25][CH3:26])=[C:19]([O:23][CH3:24])[C:20]=1[O:21][CH3:22])[CH2:6][C:7]1[CH:8]=[CH:9][C:10]([OH:17])=[C:11]([CH:16]=1)[C:12]([O:14][CH3:15])=[O:13].C(=O)([O-])[O-].[Na+].[Na+].Br[CH2:35][C:36]([O:38][C:39]([CH3:42])([CH3:41])[CH3:40])=[O:37]. The catalyst is CC(C)=O. The product is [CH3:1][O:2][C:3]1[C:4]([CH3:27])=[C:5]([C:18]([O:25][CH3:26])=[C:19]([O:23][CH3:24])[C:20]=1[O:21][CH3:22])[CH2:6][C:7]1[CH:8]=[CH:9][C:10]([O:17][CH2:35][C:36]([O:38][C:39]([CH3:42])([CH3:41])[CH3:40])=[O:37])=[C:11]([CH:16]=1)[C:12]([O:14][CH3:15])=[O:13]. The yield is 0.530. (7) The reactants are C(B1[O:11][C@H:10]2[CH2:12][C@H:7]([C@H:8]([CH2:25][CH2:26][C@@H:27]([OH:36])[CH2:28][CH2:29][C:30]3[CH:35]=[CH:34][CH:33]=[CH:32][CH:31]=3)[C@H:9]2[CH2:13]/[CH:14]=[CH:15]\[CH2:16][CH2:17][CH2:18][C:19]([O:21][CH:22]([CH3:24])[CH3:23])=[O:20])[O:6]1)CCC.[C:37](Cl)(=[O:47])[O:38][CH2:39][CH:40]([CH2:44][C:45]#[CH:46])[CH2:41][C:42]#[CH:43]. The catalyst is N1C=CC=CC=1.CO. The product is [OH:6][C@@H:7]1[CH2:12][C@H:10]([OH:11])[C@H:9]([CH2:13]/[CH:14]=[CH:15]\[CH2:16][CH2:17][CH2:18][C:19]([O:21][CH:22]([CH3:24])[CH3:23])=[O:20])[C@H:8]1[CH2:25][CH2:26][C@@H:27]([O:36][C:37]([O:38][CH2:39][CH:40]([CH2:44][C:45]#[CH:46])[CH2:41][C:42]#[CH:43])=[O:47])[CH2:28][CH2:29][C:30]1[CH:31]=[CH:32][CH:33]=[CH:34][CH:35]=1. The yield is 0.230.